The task is: Predict which catalyst facilitates the given reaction.. This data is from Catalyst prediction with 721,799 reactions and 888 catalyst types from USPTO. Reactant: Br[C:2]1[CH:3]=[CH:4][C:5]([O:8][CH3:9])=[N:6][CH:7]=1.[Li]CCCC.[CH:15](=[O:17])[CH3:16]. Product: [CH3:9][O:8][C:5]1[N:6]=[CH:7][C:2]([CH:15]([OH:17])[CH3:16])=[CH:3][CH:4]=1. The catalyst class is: 28.